From a dataset of Reaction yield outcomes from USPTO patents with 853,638 reactions. Predict the reaction yield, written as a fraction of the theoretical maximum amount of product (1.0 means a 100% yield; for example, 0.34 means a 34% yield). (1) The reactants are [F-].C([N+](CCCC)(CCCC)CCCC)CCC.[F:19][C:20]1[CH:21]=[C:22]([C:29]#[C:30][Si](C)(C)C)[CH:23]=[C:24]([F:28])[C:25]=1[O:26][CH3:27]. The catalyst is C1COCC1. The product is [C:29]([C:22]1[CH:21]=[C:20]([F:19])[C:25]([O:26][CH3:27])=[C:24]([F:28])[CH:23]=1)#[CH:30]. The yield is 0.720. (2) The reactants are Br[CH2:2][C:3]([C:5]12[CH2:14][CH:9]3[CH2:10][CH:11]([CH2:13][CH:7]([CH2:8]3)[CH2:6]1)[CH2:12]2)=[O:4].[SH:15][C:16]1[CH:21]=[CH:20][C:19]([NH:22][C:23](=[O:25])[CH3:24])=[CH:18][CH:17]=1.C(N(CC)CC)C.ClC1C=CC=CC=1C(Cl)(C1C=CC=CC=1)C1C=CC=CC=1. The catalyst is C(#N)C. The product is [C:5]12([C:3](=[O:4])[CH2:2][S:15][C:16]3[CH:17]=[CH:18][C:19]([NH:22][C:23](=[O:25])[CH3:24])=[CH:20][CH:21]=3)[CH2:14][CH:9]3[CH2:10][CH:11]([CH2:13][CH:7]([CH2:8]3)[CH2:6]1)[CH2:12]2. The yield is 0.780. (3) The reactants are [F:1][C:2]1[CH:7]=[N:6][C:5]([C:8]2[CH:12]=[CH:11][NH:10][N:9]=2)=[C:4]2[NH:13][CH:14]=[C:15]([C:16](=[O:36])[C:17]([N:19]3[CH2:24][CH2:23][N:22]([C:25]4[N:29]([C:30]5[CH:35]=[CH:34][CH:33]=[CH:32][CH:31]=5)[N:28]=[N:27][N:26]=4)[CH2:21][CH2:20]3)=[O:18])[C:3]=12.[H-].[Na+].Cl[CH2:40][CH2:41][N:42]1[CH2:47][CH2:46][O:45][CH2:44][CH2:43]1. The catalyst is CN(C=O)C. The product is [F:1][C:2]1[CH:7]=[N:6][C:5]([C:8]2[CH:12]=[CH:11][N:10]([CH2:40][CH2:41][N:42]3[CH2:47][CH2:46][O:45][CH2:44][CH2:43]3)[N:9]=2)=[C:4]2[NH:13][CH:14]=[C:15]([C:16](=[O:36])[C:17]([N:19]3[CH2:24][CH2:23][N:22]([C:25]4[N:29]([C:30]5[CH:31]=[CH:32][CH:33]=[CH:34][CH:35]=5)[N:28]=[N:27][N:26]=4)[CH2:21][CH2:20]3)=[O:18])[C:3]=12. The yield is 0.670. (4) The reactants are [N-:1]=[N+]=[N-].[Na+].[CH3:5][O:6][C:7](=[O:27])[C:8]1[CH:13]=[C:12]([C:14](=[O:16])[CH3:15])[C:11](F)=[C:10]([F:18])[C:9]=1[NH:19][C:20]1[CH:25]=[CH:24][CH:23]=[CH:22][C:21]=1[Cl:26].CC(C)=O. The catalyst is CCOC(C)=O.O. The product is [CH3:5][O:6][C:7]([C:8]1[C:9]([NH:19][C:20]2[CH:25]=[CH:24][CH:23]=[CH:22][C:21]=2[Cl:26])=[C:10]([F:18])[C:11]2=[N:1][O:16][C:14]([CH3:15])=[C:12]2[CH:13]=1)=[O:27]. The yield is 0.770. (5) The reactants are [N+:1]([C:4]1[CH:5]=[C:6]([C:14](O)=[O:15])[C:7](=[CH:12][CH:13]=1)[CH2:8][C:9](O)=[O:10])([O-:3])=[O:2].[BH4-].[Na+].B(F)(F)F.CCOCC.[OH-].[Na+]. The catalyst is C1COCC1. The product is [OH:15][CH2:14][C:6]1[CH:5]=[C:4]([N+:1]([O-:3])=[O:2])[CH:13]=[CH:12][C:7]=1[CH2:8][CH2:9][OH:10]. The yield is 0.710. (6) The product is [C:14]([O:18][C:19]([N:21]1[CH:25]=[CH:24][CH:23]=[N:22]1)=[O:20])([CH3:17])([CH3:15])[CH3:16]. The reactants are COC1C=C(OC)C(Br)=CC=1C=O.[C:14]([O:18][C:19]([N:21]1[CH:25]=[C:24](B2OC(C)(C)C(C)(C)O2)[CH:23]=[N:22]1)=[O:20])([CH3:17])([CH3:16])[CH3:15].[F-].[K+]. The yield is 0.400. The catalyst is CC(C)([P](C(C)(C)C)([Pd][P](C(C)(C)C)(C(C)(C)C)C(C)(C)C)C(C)(C)C)C.O. (7) The reactants are [N+:1]([C:4]1[CH:27]=[CH:26][C:25]([N:28]2[CH2:33][CH2:32][CH2:31][CH2:30][CH2:29]2)=[CH:24][C:5]=1[C:6]([NH:8][C:9]1[N:13]=[CH:12][N:11]([C:14]2[CH:19]=[CH:18][CH:17]=[C:16]([C:20]([F:23])([F:22])[F:21])[CH:15]=2)[N:10]=1)=[O:7])([O-])=O. The catalyst is CO.[Pd]. The product is [NH2:1][C:4]1[CH:27]=[CH:26][C:25]([N:28]2[CH2:33][CH2:32][CH2:31][CH2:30][CH2:29]2)=[CH:24][C:5]=1[C:6]([NH:8][C:9]1[N:13]=[CH:12][N:11]([C:14]2[CH:19]=[CH:18][CH:17]=[C:16]([C:20]([F:23])([F:21])[F:22])[CH:15]=2)[N:10]=1)=[O:7]. The yield is 0.960.